This data is from Catalyst prediction with 721,799 reactions and 888 catalyst types from USPTO. The task is: Predict which catalyst facilitates the given reaction. (1) Reactant: CS(CCNCC1OC(C2C=CC3N=CN=C(NC4C=CC(OCC5C=CC=C(F)C=5)=C(Cl)C=4)C=3C=2)=CC=1)(=O)=O.[CH3:41][C:42]1[CH:43]=[CH:44][C:45]([S:48]([OH:51])(=[O:50])=[O:49])=[CH:46][CH:47]=1.O. Product: [CH3:41][C:42]1[CH:47]=[CH:46][C:45]([S:48]([OH:51])(=[O:50])=[O:49])=[CH:44][CH:43]=1. The catalyst class is: 5. (2) Reactant: Cl[C:2]1[N:7]=[CH:6][C:5]2[N:8]=[C:9]([CH2:14][O:15][CH2:16][CH2:17][O:18][CH2:19][CH3:20])[N:10]([CH:11]([CH3:13])[CH3:12])[C:4]=2[CH:3]=1.[CH3:21][O:22][CH:23]1[CH2:28][CH2:27][N:26]([C:29]2[N:34]=[C:33]([NH2:35])[CH:32]=[CH:31][N:30]=2)[CH2:25][CH2:24]1.CC(C1C=C(C(C)C)C(C2C=CC=CC=2P(C2CCCCC2)C2CCCCC2)=C(C(C)C)C=1)C.C([O-])([O-])=O.[Cs+].[Cs+]. Product: [CH2:19]([O:18][CH2:17][CH2:16][O:15][CH2:14][C:9]1[N:10]([CH:11]([CH3:13])[CH3:12])[C:4]2[CH:3]=[C:2]([NH:35][C:33]3[CH:32]=[CH:31][N:30]=[C:29]([N:26]4[CH2:25][CH2:24][CH:23]([O:22][CH3:21])[CH2:28][CH2:27]4)[N:34]=3)[N:7]=[CH:6][C:5]=2[N:8]=1)[CH3:20]. The catalyst class is: 62. (3) Reactant: [N+:1]([C:4]1[CH:10]=[CH:9][C:7]([NH2:8])=[CH:6][CH:5]=1)([O-:3])=[O:2].[Cl:11][CH2:12][CH2:13][CH2:14][S:15](Cl)(=[O:17])=[O:16]. Product: [N+:1]([C:4]1[CH:10]=[CH:9][C:7]([NH:8][S:15]([CH2:14][CH2:13][CH2:12][Cl:11])(=[O:17])=[O:16])=[CH:6][CH:5]=1)([O-:3])=[O:2]. The catalyst class is: 17.